Predict the reaction yield, written as a fraction of the theoretical maximum amount of product (1.0 means a 100% yield; for example, 0.34 means a 34% yield). From a dataset of Reaction yield outcomes from USPTO patents with 853,638 reactions. (1) The reactants are C([Mg]Br)C.[CH:5]1([CH2:8][CH3:9])[CH2:7][CH2:6]1.[N:10]([C:13]1[S:14][C:15]2[CH2:16][CH2:17][O:18][C:19]3[CH:26]=[C:25]([Br:27])[CH:24]=[CH:23][C:20]=3[C:21]=2[N:22]=1)=[N+:11]=[N-:12]. The catalyst is C1COCC1. The product is [Br:27][C:25]1[CH:24]=[CH:23][C:20]2[C:21]3[N:22]=[C:13]([N:10]4[C:8]([CH:5]5[CH2:7][CH2:6]5)=[CH:9][N:12]=[N:11]4)[S:14][C:15]=3[CH2:16][CH2:17][O:18][C:19]=2[CH:26]=1. The yield is 0.640. (2) The reactants are [CH3:1][N:2]([CH3:10])/[CH:3]=[CH:4]/[C:5]([O:7][CH2:8][CH3:9])=[O:6].C(N(CC)CC)C.[F:18][C:19]1[C:20]([C:25](Cl)=[O:26])=[N:21][CH:22]=[CH:23][CH:24]=1. The catalyst is C1(C)C=CC=CC=1.C(OCC)(=O)C. The product is [CH3:1][N:2]([CH3:10])/[CH:3]=[C:4](/[C:25](=[O:26])[C:20]1[C:19]([F:18])=[CH:24][CH:23]=[CH:22][N:21]=1)\[C:5]([O:7][CH2:8][CH3:9])=[O:6]. The yield is 0.150. (3) The reactants are [CH2:1]([O:3][C:4]([CH:6]1[CH2:14][C:13]2[C:8](=[C:9]([CH3:17])[C:10]([Br:16])=[C:11]([CH3:15])[CH:12]=2)[C:7]1=[O:18])=[O:5])[CH3:2].[H-].[Na+].[CH3:21]I. The catalyst is C1COCC1. The product is [CH2:1]([O:3][C:4]([C:6]1([CH3:21])[CH2:14][C:13]2[C:8](=[C:9]([CH3:17])[C:10]([Br:16])=[C:11]([CH3:15])[CH:12]=2)[C:7]1=[O:18])=[O:5])[CH3:2]. The yield is 0.865. (4) The reactants are [CH:1]1([C:4]2[CH:9]=[CH:8][CH:7]=[CH:6][C:5]=2[NH:10][C:11]([NH:13]/[N:14]=[CH:15]/[C:16]2[CH:21]=[CH:20][C:19]([C:22]3[N:26]=[CH:25][N:24]([C:27]4[CH:32]=[CH:31][C:30]([O:33][C:34]([F:37])([F:36])[F:35])=[CH:29][CH:28]=4)[N:23]=3)=[CH:18][CH:17]=2)=[S:12])[CH2:3][CH2:2]1.C([O-])(=O)C.[Na+].Br[CH:44]([CH3:49])[C:45](OC)=[O:46]. The catalyst is CCO.C(Cl)Cl. The product is [CH:1]1([C:4]2[CH:9]=[CH:8][CH:7]=[CH:6][C:5]=2[N:10]2[C:45](=[O:46])[CH:44]([CH3:49])[S:12]/[C:11]/2=[N:13]/[N:14]=[CH:15]\[C:16]2[CH:17]=[CH:18][C:19]([C:22]3[N:26]=[CH:25][N:24]([C:27]4[CH:28]=[CH:29][C:30]([O:33][C:34]([F:35])([F:37])[F:36])=[CH:31][CH:32]=4)[N:23]=3)=[CH:20][CH:21]=2)[CH2:3][CH2:2]1. The yield is 0.300. (5) The reactants are [Br:1][C:2]1[N:7]=[C:6]([CH2:8]O)[CH:5]=[CH:4][CH:3]=1.[C:10]1(=[O:20])[NH:14][C:13](=[O:15])[C:12]2=[CH:16][CH:17]=[CH:18][CH:19]=[C:11]12.C1(P(C2C=CC=CC=2)C2C=CC=CC=2)C=CC=CC=1.C1CCN(C(N=NC(N2CCCCC2)=O)=O)CC1. The catalyst is C1COCC1. The product is [Br:1][C:2]1[N:7]=[C:6]([CH2:8][N:14]2[C:10](=[O:20])[C:11]3[C:12](=[CH:16][CH:17]=[CH:18][CH:19]=3)[C:13]2=[O:15])[CH:5]=[CH:4][CH:3]=1. The yield is 0.800. (6) The reactants are F[C:2]1[CH:3]=[CH:4][C:5]([N+:9]([O-:11])=[O:10])=[C:6]([OH:8])[CH:7]=1.[NH:12]1[CH2:17][CH2:16][O:15][CH2:14][CH2:13]1. The catalyst is C(#N)C.O. The product is [N:12]1([C:2]2[CH:3]=[CH:4][C:5]([N+:9]([O-:11])=[O:10])=[C:6]([OH:8])[CH:7]=2)[CH2:17][CH2:16][O:15][CH2:14][CH2:13]1. The yield is 0.870. (7) The reactants are [Cl:1][CH2:2]C(CCl)=O.[CH2:7]([O:14][C:15]([NH:17][C@H:18]([C:26]([OH:28])=O)[CH2:19][C:20]1[CH:25]=[CH:24][CH:23]=[CH:22][CH:21]=1)=[O:16])[C:8]1[CH:13]=[CH:12][CH:11]=[CH:10][CH:9]=1.[BH4-].[Na+]. The catalyst is CO.O1CCCC1. The product is [CH2:7]([O:14][C:15]([NH:17][C@@H:18]([CH2:19][C:20]1[CH:21]=[CH:22][CH:23]=[CH:24][CH:25]=1)[C@H:26]([OH:28])[CH2:2][Cl:1])=[O:16])[C:8]1[CH:9]=[CH:10][CH:11]=[CH:12][CH:13]=1. The yield is 0.430.